From a dataset of Full USPTO retrosynthesis dataset with 1.9M reactions from patents (1976-2016). Predict the reactants needed to synthesize the given product. (1) Given the product [CH3:14][N:15]([C:32]([F:48])([F:47])[C:33]1([CH2:53][O:52][C:49](=[O:51])[CH2:50][CH2:3][CH2:4][CH2:5][CH2:6][OH:7])[CH:34]=[CH:35][C:36]([C:39]2[CH:44]=[CH:43][CH:42]=[CH:41][CH:40]=2)=[CH:37][CH2:38]1)[S:16]([C:19]([F:30])([F:31])[C:20]([F:29])([F:28])[C:21]([F:26])([F:27])[C:22]([F:24])([F:25])[F:23])(=[O:18])=[O:17], predict the reactants needed to synthesize it. The reactants are: C1(=O)[O:7][CH2:6][CH2:5][CH2:4][CH2:3]C1.CN(C=O)C.[CH3:14][N:15]([C:32]([F:48])([F:47])[C:33]1[CH:38]=[CH:37][C:36]([C:39]2[CH:44]=[CH:43][C:42](CCl)=[CH:41][CH:40]=2)=[CH:35][CH:34]=1)[S:16]([C:19]([F:31])([F:30])[C:20]([F:29])([F:28])[C:21]([F:27])([F:26])[C:22]([F:25])([F:24])[F:23])(=[O:18])=[O:17].[C:49]([O:52][CH2:53]C)(=[O:51])[CH3:50]. (2) Given the product [CH3:7][O:6][CH2:5][CH:4]([N:8]1[C:17]2[C:12](=[CH:13][C:14]([I:18])=[CH:15][CH:16]=2)[C:11](=[O:19])[C:10]([C:20]([N:27]2[CH2:28][CH2:29][N:24]([CH3:23])[CH2:25][CH2:26]2)=[O:21])=[CH:9]1)[CH2:3][O:2][CH3:1], predict the reactants needed to synthesize it. The reactants are: [CH3:1][O:2][CH2:3][CH:4]([N:8]1[C:17]2[C:12](=[CH:13][C:14]([I:18])=[CH:15][CH:16]=2)[C:11](=[O:19])[C:10]([C:20](O)=[O:21])=[CH:9]1)[CH2:5][O:6][CH3:7].[CH3:23][N:24]1[CH2:29][CH2:28][NH:27][CH2:26][CH2:25]1.OC1C2N=NNC=2C=CC=1.CN1CCOCC1.Cl.C(N=C=NCCCN(C)C)C. (3) Given the product [NH:20]1[C:24]2=[N:25][CH:26]=[CH:27][C:28]([C:29]3[S:30][CH:31]=[C:32]([CH2:34][C:35]#[N:36])[N:33]=3)=[C:23]2[CH:22]=[N:21]1, predict the reactants needed to synthesize it. The reactants are: C([N:20]1[C:24]2=[N:25][CH:26]=[CH:27][C:28]([C:29]3[S:30][CH:31]=[C:32]([CH2:34][C:35]#[N:36])[N:33]=3)=[C:23]2[CH:22]=[N:21]1)(C1C=CC=CC=1)(C1C=CC=CC=1)C1C=CC=CC=1.C([SiH](CC)CC)C.C(O)(C(F)(F)F)=O.